From a dataset of Full USPTO retrosynthesis dataset with 1.9M reactions from patents (1976-2016). Predict the reactants needed to synthesize the given product. (1) Given the product [CH2:14]([N:13]([CH2:17][CH2:18][CH3:19])[C:12]([C:10]1=[CH:11][C:5]2[CH:4]=[CH:3][C:2]([C:34]3[CH:35]=[CH:36][C:31]([OH:30])=[CH:32][CH:33]=3)=[CH:29][C:6]=2[N:7]=[C:8]([NH:21][C:22](=[O:28])[O:23][C:24]([CH3:27])([CH3:26])[CH3:25])[CH2:9]1)=[O:20])[CH2:15][CH3:16], predict the reactants needed to synthesize it. The reactants are: Br[C:2]1[CH:3]=[CH:4][C:5]2=[C:6]([CH:29]=1)[N:7]=[C:8]([NH:21][C:22](=[O:28])[O:23][C:24]([CH3:27])([CH3:26])[CH3:25])[CH2:9][C:10]([C:12](=[O:20])[N:13]([CH2:17][CH2:18][CH3:19])[CH2:14][CH2:15][CH3:16])=[CH:11]2.[OH:30][C:31]1[CH:36]=[CH:35][C:34](B(O)O)=[CH:33][CH:32]=1.C(N(CCC)C(OC(=O)NC1CC=CC2C=CC=CC=2N=1)=O)CC.C([O-])([O-])=O.[Na+].[Na+].O.[K].[K].C1(P(C2C=CC(S(O)(=O)=O)=CC=2)C2C=CC(S(O)(=O)=O)=CC=2)C=CC=CC=1.N#N.CN(C)C(C1C=CC(B(O)O)=CC=1)=O. (2) Given the product [O:17]1[C:21]2[CH:22]=[CH:23][CH:24]=[CH:25][C:20]=2[CH:19]=[C:18]1[C:26]([CH:28]1[CH2:33][CH2:32][CH2:31][CH2:30][N:29]1[C:14]([C:9]1[N:10]=[C:11]([CH3:13])[S:12][C:8]=1[C:5]1[CH:6]=[CH:7][C:2]([F:1])=[CH:3][CH:4]=1)=[O:15])=[O:27], predict the reactants needed to synthesize it. The reactants are: [F:1][C:2]1[CH:7]=[CH:6][C:5]([C:8]2[S:12][C:11]([CH3:13])=[N:10][C:9]=2[C:14](Cl)=[O:15])=[CH:4][CH:3]=1.[O:17]1[C:21]2[CH:22]=[CH:23][CH:24]=[CH:25][C:20]=2[CH:19]=[C:18]1[C:26]([CH:28]1[CH2:33][CH2:32][CH2:31][CH2:30][NH:29]1)=[O:27]. (3) Given the product [O:1]=[C:2]1[NH:8][C:7]2[CH:9]=[CH:10][CH:11]=[CH:12][C:6]=2[S:5][C@H:4]([C:46]2[CH:50]=[CH:49][O:48][CH:47]=2)[C@H:3]1[NH:18][C:19](=[O:28])[O:20][CH2:21][C:22]1[CH:27]=[CH:26][CH:25]=[CH:24][CH:23]=1, predict the reactants needed to synthesize it. The reactants are: [O:1]=[C:2]1[NH:8][C:7]2[CH:9]=[CH:10][CH:11]=[CH:12][C:6]=2[S:5][C@@H:4](C2SC=CC=2)[C@H:3]1[NH:18][C:19](=[O:28])[O:20][CH2:21][C:22]1[CH:27]=[CH:26][CH:25]=[CH:24][CH:23]=1.C(OC(N/C(=C\[C:46]1[CH:50]=[CH:49][O:48][CH:47]=1)/C(OC)=O)=O)C1C=CC=CC=1.